This data is from Forward reaction prediction with 1.9M reactions from USPTO patents (1976-2016). The task is: Predict the product of the given reaction. (1) Given the reactants Br[C:2]1[N:7]=[C:6]([C:8]([NH:10][C:11]2[CH:16]=[CH:15][CH:14]=[CH:13][N:12]=2)=[O:9])[CH:5]=[CH:4][CH:3]=1.[CH3:17][O:18][C:19]1[CH:24]=[C:23]([O:25][CH3:26])[CH:22]=[CH:21][C:20]=1B(O)O, predict the reaction product. The product is: [CH3:17][O:18][C:19]1[CH:24]=[C:23]([O:25][CH3:26])[CH:22]=[CH:21][C:20]=1[C:2]1[N:7]=[C:6]([C:8]([NH:10][C:11]2[CH:16]=[CH:15][CH:14]=[CH:13][N:12]=2)=[O:9])[CH:5]=[CH:4][CH:3]=1. (2) Given the reactants [Cl:1][C:2]1[N:3]=[C:4](Cl)[C:5]2[CH:10]=[CH:9][N:8]([S:11]([C:14]3[CH:20]=[CH:19][C:17]([CH3:18])=[CH:16][CH:15]=3)(=[O:13])=[O:12])[C:6]=2[N:7]=1.[NH2:22][C:23]1[CH:31]=[CH:30][CH:29]=[C:28]2[C:24]=1[CH:25]=[N:26][NH:27]2.CCN(C(C)C)C(C)C, predict the reaction product. The product is: [Cl:1][C:2]1[N:3]=[C:4]([NH:22][C:23]2[CH:31]=[CH:30][CH:29]=[C:28]3[C:24]=2[CH:25]=[N:26][NH:27]3)[C:5]2[CH:10]=[CH:9][N:8]([S:11]([C:14]3[CH:20]=[CH:19][C:17]([CH3:18])=[CH:16][CH:15]=3)(=[O:13])=[O:12])[C:6]=2[N:7]=1.